Dataset: Forward reaction prediction with 1.9M reactions from USPTO patents (1976-2016). Task: Predict the product of the given reaction. (1) Given the reactants [NH2:1][C:2]1[CH:7]=[CH:6][C:5]([CH2:8][CH2:9][C:10]2[N:11]=[C:12]([NH:15][C:16](=[O:18])[CH3:17])[S:13][CH:14]=2)=[CH:4][CH:3]=1.Cl.C(=O)([O-])O.[Na+].[N:25]#[C:26][NH2:27], predict the reaction product. The product is: [NH2:27][C:26]([NH:1][C:2]1[CH:7]=[CH:6][C:5]([CH2:8][CH2:9][C:10]2[N:11]=[C:12]([NH:15][C:16](=[O:18])[CH3:17])[S:13][CH:14]=2)=[CH:4][CH:3]=1)=[NH:25]. (2) Given the reactants Br[C:2]1[CH:22]=[CH:21][C:5]2[NH:6][C:7]([CH2:9][O:10][C:11]3[CH:16]=[CH:15][C:14]([C:17]([F:20])([F:19])[F:18])=[CH:13][CH:12]=3)=[N:8][C:4]=2[CH:3]=1.[C:23]([C:26]1[CH:31]=[CH:30][CH:29]=[CH:28][C:27]=1B(O)O)(=[O:25])[CH3:24].C(=O)([O-])[O-].[Na+].[Na+], predict the reaction product. The product is: [F:18][C:17]([F:20])([F:19])[C:14]1[CH:15]=[CH:16][C:11]([O:10][CH2:9][C:7]2[NH:6][C:5]3[CH:21]=[CH:22][C:2]([C:27]4[CH:28]=[CH:29][CH:30]=[CH:31][C:26]=4[C:23](=[O:25])[CH3:24])=[CH:3][C:4]=3[N:8]=2)=[CH:12][CH:13]=1. (3) Given the reactants C(OC(=O)[N:7]([CH2:29][C:30]1[CH:39]=[CH:38][C:33]2[O:34][CH2:35][CH2:36][O:37][C:32]=2[CH:31]=1)[CH:8]1[CH2:13][CH2:12][N:11]([CH2:14][CH2:15][N:16]2[C:25]3[C:20](=[CH:21][CH:22]=[C:23]([F:26])[CH:24]=3)[C:19]([Cl:27])=[CH:18][C:17]2=[O:28])[CH2:10][CH2:9]1)(C)(C)C.Cl.C(OCC)(=O)C, predict the reaction product. The product is: [ClH:27].[O:34]1[C:33]2[CH:38]=[CH:39][C:30]([CH2:29][NH:7][CH:8]3[CH2:9][CH2:10][N:11]([CH2:14][CH2:15][N:16]4[C:25]5[C:20](=[CH:21][CH:22]=[C:23]([F:26])[CH:24]=5)[C:19]([Cl:27])=[CH:18][C:17]4=[O:28])[CH2:12][CH2:13]3)=[CH:31][C:32]=2[O:37][CH2:36][CH2:35]1. (4) Given the reactants [OH:1][CH:2]1[CH:7]2[CH2:8][CH:3]1[CH2:4][N:5]([C:9]([O:11]C(C)(C)C)=O)[CH2:6]2.F[C:17]1[CH:24]=[CH:23][C:22]([C:25]2[N:30]=[C:29]([NH:31][C:32]3[CH:37]=[CH:36][C:35]([N:38]4[CH2:43][CH2:42][N:41]([CH:44]5[CH2:47][O:46][CH2:45]5)[CH2:40][CH2:39]4)=[CH:34][CH:33]=3)[N:28]=[CH:27][N:26]=2)=[CH:21][C:18]=1[C:19]#[N:20].C(O)(=O)[CH2:49][OH:50], predict the reaction product. The product is: [OH:50][CH2:49][C:9]([N:5]1[CH2:4][CH:3]2[CH2:8][CH:7]([CH:2]2[O:1][C:17]2[CH:24]=[CH:23][C:22]([C:25]3[N:30]=[C:29]([NH:31][C:32]4[CH:37]=[CH:36][C:35]([N:38]5[CH2:43][CH2:42][N:41]([CH:44]6[CH2:47][O:46][CH2:45]6)[CH2:40][CH2:39]5)=[CH:34][CH:33]=4)[N:28]=[CH:27][N:26]=3)=[CH:21][C:18]=2[C:19]#[N:20])[CH2:6]1)=[O:11].